Task: Predict the product of the given reaction.. Dataset: Forward reaction prediction with 1.9M reactions from USPTO patents (1976-2016) (1) The product is: [CH3:13][O:14][C:15]1[CH:22]=[CH:21][C:18]([CH2:19][O:1][C:2]2[C:3]([CH2:9][OH:10])=[N:4][C:5]([CH3:8])=[CH:6][CH:7]=2)=[CH:17][CH:16]=1. Given the reactants [OH:1][C:2]1[C:3]([CH2:9][OH:10])=[N:4][C:5]([CH3:8])=[CH:6][CH:7]=1.[H-].[Na+].[CH3:13][O:14][C:15]1[CH:22]=[CH:21][C:18]([CH2:19]Cl)=[CH:17][CH:16]=1, predict the reaction product. (2) Given the reactants [OH:1][C@H:2]([CH2:7][O:8][CH:9]([CH3:11])[CH3:10])[C:3]([O:5][CH3:6])=[O:4].Cl[C:13]1[N:18]=[CH:17][N:16]=[C:15]2[N:19]([C:22]3[CH:27]=[CH:26][CH:25]=[CH:24][C:23]=3[Cl:28])[N:20]=[CH:21][C:14]=12.C(=O)([O-])[O-].[K+].[K+], predict the reaction product. The product is: [Cl:28][C:23]1[CH:24]=[CH:25][CH:26]=[CH:27][C:22]=1[N:19]1[C:15]2=[N:16][CH:17]=[N:18][C:13]([O:1][C@H:2]([CH2:7][O:8][CH:9]([CH3:11])[CH3:10])[C:3]([O:5][CH3:6])=[O:4])=[C:14]2[CH:21]=[N:20]1. (3) Given the reactants [NH2:1][C:2]1[CH:7]=[C:6]([Cl:8])[C:5]([C:9]2[CH:14]=[CH:13][C:12]([N:15]([CH3:17])[CH3:16])=[CH:11][CH:10]=2)=[CH:4][C:3]=1[C:18]([O:20]C)=O.[CH3:22][C:23]1[CH:27]=[CH:26][N:25]([CH2:28][C:29](OCC)=[O:30])[N:24]=1.C[Si]([N-][Si](C)(C)C)(C)C.[K+], predict the reaction product. The product is: [Cl:8][C:6]1[CH:7]=[C:2]2[C:3]([C:18]([OH:20])=[C:28]([N:25]3[CH:26]=[CH:27][C:23]([CH3:22])=[N:24]3)[C:29](=[O:30])[NH:1]2)=[CH:4][C:5]=1[C:9]1[CH:10]=[CH:11][C:12]([N:15]([CH3:16])[CH3:17])=[CH:13][CH:14]=1. (4) Given the reactants [CH3:1][O:2][C:3]1[CH:4]=[C:5]([CH:11]([OH:14])[CH:12]=[CH2:13])[CH:6]=[CH:7][C:8]=1[O:9][CH3:10].I[C:16]1[CH:21]=[CH:20][CH:19]=[CH:18][C:17]=1[OH:22].C(=O)([O-])[O-].[Cs+].[Cs+], predict the reaction product. The product is: [CH3:1][O:2][C:3]1[CH:4]=[C:5]([C:11](=[O:14])[CH2:12][CH2:13][C:16]2[CH:21]=[CH:20][CH:19]=[CH:18][C:17]=2[OH:22])[CH:6]=[CH:7][C:8]=1[O:9][CH3:10]. (5) Given the reactants [CH3:1][O:2][C:3]1[CH:4]=[C:5]([CH:23]=[CH:24][C:25]=1[O:26][CH3:27])[CH2:6][CH:7]1[C:16]2[C:11](=[C:12]([O:21][CH3:22])[C:13]([O:19][CH3:20])=[C:14]([O:17][CH3:18])[CH:15]=2)[CH2:10][CH2:9][NH:8]1.Br[CH2:29][C:30](Br)=[O:31].[C:33]1([CH2:39][CH2:40][NH2:41])[CH:38]=[CH:37][CH:36]=[CH:35][CH:34]=1, predict the reaction product. The product is: [CH3:1][O:2][C:3]1[CH:4]=[C:5]([CH:23]=[CH:24][C:25]=1[O:26][CH3:27])[CH2:6][CH:7]1[C:16]2[C:11](=[C:12]([O:21][CH3:22])[C:13]([O:19][CH3:20])=[C:14]([O:17][CH3:18])[CH:15]=2)[CH2:10][CH2:9][N:8]1[CH2:29][C:30]([NH:41][CH2:40][CH2:39][C:33]1[CH:38]=[CH:37][CH:36]=[CH:35][CH:34]=1)=[O:31]. (6) Given the reactants [Cl:1][C:2]1[CH:7]=[CH:6][C:5]([CH:8]([OH:10])[CH3:9])=[CH:4][CH:3]=1, predict the reaction product. The product is: [Cl:1][C:2]1[CH:7]=[CH:6][C:5]([C:8](=[O:10])[CH3:9])=[CH:4][CH:3]=1. (7) Given the reactants [Cl:1][C:2]1[CH:7]=[C:6](Cl)[N:5]=[C:4]([CH3:9])[N:3]=1.[NH2:10][NH2:11], predict the reaction product. The product is: [Cl:1][C:2]1[CH:7]=[C:6]([NH:10][NH2:11])[N:5]=[C:4]([CH3:9])[N:3]=1. (8) Given the reactants Cl[C:2]([O:4][CH3:5])=[O:3].[NH2:6][C:7]1[CH:17]=[CH:16][C:15]([C:18]2[CH:19]=[C:20]3[C:26]([C:27]4[CH:32]=[CH:31][CH:30]=[CH:29][C:28]=4[O:33][CH3:34])=[N:25][NH:24][C:21]3=[N:22][CH:23]=2)=[CH:14][C:8]=1[C:9]([N:11]([CH3:13])[CH3:12])=[O:10], predict the reaction product. The product is: [CH3:5][O:4][C:2](=[O:3])[NH:6][C:7]1[CH:17]=[CH:16][C:15]([C:18]2[CH:19]=[C:20]3[C:26]([C:27]4[CH:32]=[CH:31][CH:30]=[CH:29][C:28]=4[O:33][CH3:34])=[N:25][NH:24][C:21]3=[N:22][CH:23]=2)=[CH:14][C:8]=1[C:9](=[O:10])[N:11]([CH3:13])[CH3:12]. (9) Given the reactants [CH3:1][C:2]1[CH:7]=[C:6]([CH3:8])[CH:5]=[CH:4][C:3]=1[C:9]1[C:10]2[C:17]([C:18]([NH2:20])=O)=[CH:16][N:15]([CH2:21][O:22][CH2:23][CH2:24][Si:25]([CH3:28])([CH3:27])[CH3:26])[C:11]=2[N:12]=[CH:13][N:14]=1.FC(F)(F)C(OC(=O)C(F)(F)F)=O, predict the reaction product. The product is: [CH3:1][C:2]1[CH:7]=[C:6]([CH3:8])[CH:5]=[CH:4][C:3]=1[C:9]1[C:10]2[C:17]([C:18]#[N:20])=[CH:16][N:15]([CH2:21][O:22][CH2:23][CH2:24][Si:25]([CH3:27])([CH3:26])[CH3:28])[C:11]=2[N:12]=[CH:13][N:14]=1. (10) The product is: [Si:17]([O:1][C@H:2]([CH3:11])[CH2:3][CH2:4][CH2:5][C:6]([O:8][CH2:9][CH3:10])=[O:7])([C:20]([CH3:23])([CH3:22])[CH3:21])([CH3:19])[CH3:18]. Given the reactants [OH:1][C@H:2]([CH3:11])[CH2:3][CH2:4][CH2:5][C:6]([O:8][CH2:9][CH3:10])=[O:7].N1C=CN=C1.[Si:17](Cl)([C:20]([CH3:23])([CH3:22])[CH3:21])([CH3:19])[CH3:18], predict the reaction product.